From a dataset of Reaction yield outcomes from USPTO patents with 853,638 reactions. Predict the reaction yield, written as a fraction of the theoretical maximum amount of product (1.0 means a 100% yield; for example, 0.34 means a 34% yield). (1) The reactants are [Cl:1][C:2]1[C:11]2[C:6](=[CH:7][CH:8]=[C:9]([I:12])[CH:10]=2)[N:5]=[CH:4][N:3]=1.[Cl:13][C:14]1[CH:15]=[C:16]([NH2:29])[CH:17]=[CH:18][C:19]=1[O:20][CH2:21][C:22]1[CH:27]=[CH:26][CH:25]=[C:24]([F:28])[CH:23]=1. The catalyst is CC(O)C. The product is [ClH:1].[Cl:13][C:14]1[CH:15]=[C:16]([NH:29][C:2]2[C:11]3[C:6](=[CH:7][CH:8]=[C:9]([I:12])[CH:10]=3)[N:5]=[CH:4][N:3]=2)[CH:17]=[CH:18][C:19]=1[O:20][CH2:21][C:22]1[CH:27]=[CH:26][CH:25]=[C:24]([F:28])[CH:23]=1. The yield is 0.700. (2) The reactants are Cl.[NH2:2][CH:3]1[CH2:9][C:8]([CH3:11])([CH3:10])[CH2:7][N:6]([S:12]([C:15]2[CH:20]=[CH:19][CH:18]=[CH:17][N:16]=2)(=[O:14])=[O:13])[CH2:5][CH:4]1[OH:21].[NH:22]([C:31]([O:33][C:34]([CH3:37])([CH3:36])[CH3:35])=[O:32])[C@H:23]([C:28](O)=[O:29])[CH2:24][CH:25]([CH3:27])[CH3:26].CN(C(ON1N=NC2C=CC=CC1=2)=[N+](C)C)C.F[P-](F)(F)(F)(F)F.CN1CCOCC1. The catalyst is CN(C=O)C. The product is [C:34]([O:33][C:31](=[O:32])[NH:22][C@H:23]([C:28](=[O:29])[NH:2][CH:3]1[CH2:9][C:8]([CH3:11])([CH3:10])[CH2:7][N:6]([S:12]([C:15]2[CH:20]=[CH:19][CH:18]=[CH:17][N:16]=2)(=[O:14])=[O:13])[CH2:5][CH:4]1[OH:21])[CH2:24][CH:25]([CH3:26])[CH3:27])([CH3:35])([CH3:37])[CH3:36]. The yield is 0.720. (3) The reactants are [N:1]1([C@H:6]2[CH2:10][CH2:9][C@H:8]([N:11]3C(=O)C4=CC=CC=C4C3=O)[CH2:7]2)[CH:5]=[CH:4][CH:3]=[N:2]1. The catalyst is CCO. The product is [N:1]1([C@H:6]2[CH2:10][CH2:9][C@H:8]([NH2:11])[CH2:7]2)[CH:5]=[CH:4][CH:3]=[N:2]1. The yield is 0.650. (4) The reactants are [Br:1][C:2]1[CH:25]=[CH:24][C:5]2[N:6]([C:20]([CH3:23])([CH3:22])[CH3:21])[C:7]([C:9]3[CH:14]=[CH:13][CH:12]=[CH:11][C:10]=3[C:15]3[N:19]=[CH:18][NH:17][N:16]=3)=[N:8][C:4]=2[CH:3]=1.[C:26]([O-])([O-])=O.[K+].[K+].CI. The product is [Br:1][C:2]1[CH:25]=[CH:24][C:5]2[N:6]([C:20]([CH3:22])([CH3:21])[CH3:23])[C:7]([C:9]3[CH:14]=[CH:13][CH:12]=[CH:11][C:10]=3[C:15]3[N:19]=[CH:18][N:17]([CH3:26])[N:16]=3)=[N:8][C:4]=2[CH:3]=1. The catalyst is CN(C=O)C.CCOC(C)=O. The yield is 0.360. (5) The yield is 0.580. The catalyst is C1COCC1. The product is [Br:2][C:3]1[CH:4]=[C:5]([CH2:9][C:10]([CH3:14])([CH3:13])[CH2:11][NH:12][C:24](=[O:25])[C:23]([F:30])([F:29])[F:22])[CH:6]=[CH:7][CH:8]=1. The reactants are Cl.[Br:2][C:3]1[CH:4]=[C:5]([CH2:9][C:10]([CH3:14])([CH3:13])[CH2:11][NH2:12])[CH:6]=[CH:7][CH:8]=1.CCN(CC)CC.[F:22][C:23]([F:30])([F:29])[C:24](OCC)=[O:25]. (6) The product is [CH2:1]([O:3][C:4]([C@@H:6]1[CH2:10][CH:9]([OH:11])[CH2:8][C@H:7]1[C:12]([OH:14])=[O:13])=[O:5])[CH3:2]. The reactants are [CH2:1]([O:3][C:4]([C@@H:6]1[CH2:10][C:9](=[O:11])[CH2:8][C@H:7]1[C:12]([OH:14])=[O:13])=[O:5])[CH3:2].[BH4-].[Na+].Cl.[Cl-].[Na+]. The catalyst is O1CCCC1. The yield is 0.950.